From a dataset of Catalyst prediction with 721,799 reactions and 888 catalyst types from USPTO. Predict which catalyst facilitates the given reaction. (1) Reactant: [N:1]1[C:10]2[C:5](=[CH:6][CH:7]=[CH:8][CH:9]=2)[C:4]([C:11](=[O:13])[CH3:12])=[CH:3][CH:2]=1.[BrH:14].BrBr.C(OCC)C. The catalyst class is: 15. Product: [Br:14][CH2:12][C:11]([C:4]1[C:5]2[C:10](=[CH:9][CH:8]=[CH:7][CH:6]=2)[N:1]=[CH:2][CH:3]=1)=[O:13]. (2) Reactant: C(C(C)=O)C.O.[C:7]([C:9]1[CH:14]=[CH:13][CH:12]=[CH:11][C:10]=1[C:15]1[C:16](=[O:33])[N:17]([C:27]2[CH:32]=[CH:31][CH:30]=[CH:29][CH:28]=2)[CH:18]=[C:19]([C:21]2[CH:26]=[CH:25][CH:24]=[CH:23][N:22]=2)[CH:20]=1)#[N:8].[C:34]([OH:43])(=[O:42])[C@@H:35]([C@H:37]([C:39]([OH:41])=[O:40])[OH:38])[OH:36].CCCCCCCC. Product: [C:39]([CH:37]([CH:35]([C:34]([OH:43])=[O:42])[OH:36])[OH:38])([OH:41])=[O:40].[C:7]([C:9]1[CH:14]=[CH:13][CH:12]=[CH:11][C:10]=1[C:15]1[C:16](=[O:33])[N:17]([C:27]2[CH:32]=[CH:31][CH:30]=[CH:29][CH:28]=2)[CH:18]=[C:19]([C:21]2[CH:26]=[CH:25][CH:24]=[CH:23][N:22]=2)[CH:20]=1)#[N:8]. The catalyst class is: 7. (3) Reactant: [CH:1]([C:14]1[CH:19]=[CH:18][N:17]=[CH:16][CH:15]=1)([C:8]1[CH:13]=[CH:12][CH:11]=[CH:10][CH:9]=1)[C:2]1[CH:7]=[CH:6][CH:5]=[CH:4][CH:3]=1.[CH3:20][I:21]. Product: [I-:21].[CH:1]([C:14]1[CH:19]=[CH:18][N+:17]([CH3:20])=[CH:16][CH:15]=1)([C:8]1[CH:13]=[CH:12][CH:11]=[CH:10][CH:9]=1)[C:2]1[CH:3]=[CH:4][CH:5]=[CH:6][CH:7]=1. The catalyst class is: 27. (4) Reactant: [CH3:1][O:2][C:3]1[CH:8]=[CH:7][C:6]([CH:9]([CH3:13])[C:10]([OH:12])=O)=[CH:5][CH:4]=1.O=S(Cl)Cl.[CH3:18][O:19][C:20](=[O:30])[C:21]1[C:26]([Cl:27])=[CH:25][C:24]([Cl:28])=[CH:23][C:22]=1[NH2:29].CCCCCC. Product: [CH3:18][O:19][C:20](=[O:30])[C:21]1[C:26]([Cl:27])=[CH:25][C:24]([Cl:28])=[CH:23][C:22]=1[NH:29][C:10](=[O:12])[CH:9]([C:6]1[CH:5]=[CH:4][C:3]([O:2][CH3:1])=[CH:8][CH:7]=1)[CH3:13]. The catalyst class is: 25. (5) Reactant: [CH2:1]([NH:3][C:4]1[CH:13]=[CH:12][C:11]2[C:10]([CH3:15])([CH3:14])[CH2:9][CH:8]=[C:7]([CH:16]([CH3:18])[CH3:17])[C:6]=2[CH:5]=1)[CH3:2].F[C:20]1[CH:28]=[CH:27][C:23]([C:24]([OH:26])=[O:25])=[CH:22][N:21]=1.CCOCC. Product: [CH2:1]([N:3]([C:4]1[CH:13]=[CH:12][C:11]2[C:10]([CH3:15])([CH3:14])[CH2:9][CH:8]=[C:7]([CH:16]([CH3:17])[CH3:18])[C:6]=2[CH:5]=1)[C:20]1[CH:28]=[CH:27][C:23]([C:24]([OH:26])=[O:25])=[CH:22][N:21]=1)[CH3:2]. The catalyst class is: 11. (6) Reactant: [C@]12(C)C(C)(C)C(CC1)CC2C([O:12][C@H:13]([C:17]1[CH:22]=[CH:21][CH:20]=[CH:19][C:18]=1[N+:23]([O-:25])=[O:24])[CH:14]([CH3:16])[CH3:15])=O.C([O-])([O-])=O.[K+].[K+]. Product: [N+:23]([C:18]1[CH:19]=[CH:20][CH:21]=[CH:22][C:17]=1[C@@H:13]([OH:12])[CH:14]([CH3:15])[CH3:16])([O-:25])=[O:24]. The catalyst class is: 5.